This data is from Experimentally validated miRNA-target interactions with 360,000+ pairs, plus equal number of negative samples. The task is: Binary Classification. Given a miRNA mature sequence and a target amino acid sequence, predict their likelihood of interaction. The miRNA is cel-miR-42-3p with sequence UCACCGGGUUAACAUCUACAGA. The protein sequence of the target gene is MTSFQEVPLQTSNFAHVIFQNVAKSYLPNAHLECHYTLTPYIHPHPKDWVGIFKVGWSTARDYYTFLWSPMPEHYVEGSTVNCVLAFQGYYLPNDDGEFYQFCYVTHKGEIRGASTPFQFRASSPVEELLTMEDEGNSDMLVVTTKAGLLELKIEKTMKEKEELLKLIAVLEKETAQLREQVGRMERELNHEKERCDQLQAEQKGLTEVTQSLKMENEEFKKRFSDATSKAHQLEEDIVSVTHKAIEKETELDSLKDKLKKAQHEREQLECQLKTEKDEKELYKVHLKNTEIENTKLMSE.... Result: 0 (no interaction).